Dataset: Reaction yield outcomes from USPTO patents with 853,638 reactions. Task: Predict the reaction yield, written as a fraction of the theoretical maximum amount of product (1.0 means a 100% yield; for example, 0.34 means a 34% yield). (1) The reactants are Br[C:2]1[CH:3]=[C:4]([CH:8]=[CH:9][C:10]=1[OH:11])[C:5]([OH:7])=[O:6].[C:12]1(B(O)O)[CH:17]=[CH:16][CH:15]=[CH:14][CH:13]=1.C(=O)([O-])[O-].[Cs+].[Cs+].Cl. The catalyst is CN(C=O)C.C([O-])(=O)C.[Pd+2].C([O-])(=O)C.O. The product is [C:12]1([C:2]2[CH:3]=[C:4]([CH:8]=[CH:9][C:10]=2[OH:11])[C:5]([OH:7])=[O:6])[CH:17]=[CH:16][CH:15]=[CH:14][CH:13]=1. The yield is 0.670. (2) The reactants are [Br:1][C:2]1[CH:15]=[CH:14][C:13]2[CH:12]3[CH:16]([OH:19])[CH:17]([OH:18])[CH:5]([C:6]4[C:11]3=[CH:10][CH:9]=[CH:8][CH:7]=4)[C:4]=2[CH:3]=1.C([O-])(=O)C.C([O-])(=O)C.C([O-])(=O)C.C([O-])(=O)C.[Pb+4].C(=O)([O-])[O-].[Na+].[Na+]. The catalyst is C(#N)C. The product is [Br:1][C:2]1[CH:15]=[CH:14][C:13]2[C:4](=[C:5]([CH:17]=[O:18])[C:6]3[C:11]([C:12]=2[CH:16]=[O:19])=[CH:10][CH:9]=[CH:8][CH:7]=3)[CH:3]=1. The yield is 0.800.